This data is from Full USPTO retrosynthesis dataset with 1.9M reactions from patents (1976-2016). The task is: Predict the reactants needed to synthesize the given product. Given the product [NH:20]([C:2]1[N:3]=[C:4]2[CH:18]=[CH:17][CH:16]=[N:15][C:5]2=[N:6][C:7]=1[N:8]1[CH2:13][CH2:12][N:11]([CH3:14])[CH2:10][CH2:9]1)[NH2:21], predict the reactants needed to synthesize it. The reactants are: Cl[C:2]1[N:3]=[C:4]2[CH:18]=[CH:17][CH:16]=[N:15][C:5]2=[N:6][C:7]=1[N:8]1[CH2:13][CH2:12][N:11]([CH3:14])[CH2:10][CH2:9]1.O.[NH2:20][NH2:21].